Dataset: Catalyst prediction with 721,799 reactions and 888 catalyst types from USPTO. Task: Predict which catalyst facilitates the given reaction. Reactant: [F:1][C:2]1[CH:28]=[N:27][C:26]2[C:4](=[N:5][N:6]3[C:11]([CH:12]4[CH2:17][CH2:16][N:15](C(OC(C)(C)C)=O)[CH2:14][CH2:13]4)=[CH:10][C:9](=[O:25])[NH:8][C:7]3=2)[CH:3]=1.[ClH:29]. Product: [ClH:29].[F:1][C:2]1[CH:28]=[N:27][C:26]2[C:4](=[N:5][N:6]3[C:11]([CH:12]4[CH2:17][CH2:16][NH:15][CH2:14][CH2:13]4)=[CH:10][C:9](=[O:25])[NH:8][C:7]3=2)[CH:3]=1. The catalyst class is: 71.